From a dataset of Forward reaction prediction with 1.9M reactions from USPTO patents (1976-2016). Predict the product of the given reaction. (1) Given the reactants [CH3:1][O:2][C:3]1[CH:4]=[C:5]([CH:9]([C:14]2[CH:19]=[CH:18][CH:17]=[CH:16][CH:15]=2)[CH2:10][CH2:11][C:12]#N)[CH:6]=[CH:7][CH:8]=1.[OH-:20].[Na+].[OH2:22], predict the reaction product. The product is: [CH3:1][O:2][C:3]1[CH:4]=[C:5]([CH:9]([C:14]2[CH:19]=[CH:18][CH:17]=[CH:16][CH:15]=2)[CH2:10][CH2:11][C:12]([OH:22])=[O:20])[CH:6]=[CH:7][CH:8]=1. (2) Given the reactants C([N:8]1[C@@H:13]([CH3:14])[C@H:12]([CH3:15])[N:11]2[N:16]=[CH:17][C:18]([N:19]3[CH2:23][CH2:22][CH2:21][C:20]3=[O:24])=[C:10]2[CH2:9]1)C1C=CC=CC=1.[CH3:37][C:36]([O:35][C:33](O[C:33]([O:35][C:36]([CH3:39])([CH3:38])[CH3:37])=[O:34])=[O:34])([CH3:39])[CH3:38], predict the reaction product. The product is: [CH3:14][C@H:13]1[C@H:12]([CH3:15])[N:11]2[N:16]=[CH:17][C:18]([N:19]3[CH2:23][CH2:22][CH2:21][C:20]3=[O:24])=[C:10]2[CH2:9][N:8]1[C:33]([O:35][C:36]([CH3:37])([CH3:38])[CH3:39])=[O:34]. (3) Given the reactants I[C:2]1[S:3][CH:4]=[CH:5][C:6]=1[S:7][CH3:8].[Br:9][C:10]1[CH:15]=[CH:14][CH:13]=[CH:12][C:11]=1B(O)O.C(=O)([O-])[O-].[K+].[K+].C(COC)OC, predict the reaction product. The product is: [Br:9][C:10]1[CH:15]=[CH:14][C:13]([C:2]2[S:3][CH:4]=[CH:5][C:6]=2[S:7][CH3:8])=[CH:12][CH:11]=1. (4) Given the reactants [CH3:1][O:2][C:3]1[CH:4]=[C:5]([SH:9])[CH:6]=[CH:7][CH:8]=1.Cl.Cl[CH2:12][CH2:13][NH2:14].C([O-])([O-])=O.[Cs+].[Cs+].CCOC(C)=O, predict the reaction product. The product is: [CH3:1][O:2][C:3]1[CH:4]=[C:5]([S:9][CH2:12][CH2:13][NH2:14])[CH:6]=[CH:7][CH:8]=1. (5) Given the reactants [CH2:1]([N:8]1[CH:13]([CH2:14][O:15][Si](C(C)(C)C)(C)C)[CH2:12][O:11][C:10]([CH2:24][CH2:25][O:26][Si:27]([C:40]([CH3:43])([CH3:42])[CH3:41])([C:34]2[CH:39]=[CH:38][CH:37]=[CH:36][CH:35]=2)[C:28]2[CH:33]=[CH:32][CH:31]=[CH:30][CH:29]=2)([CH3:23])[C:9]1=[O:44])[C:2]1[CH:7]=[CH:6][CH:5]=[CH:4][CH:3]=1.O1CCCC1.O, predict the reaction product. The product is: [CH2:1]([N:8]1[CH:13]([CH2:14][OH:15])[CH2:12][O:11][C:10]([CH2:24][CH2:25][O:26][Si:27]([C:40]([CH3:43])([CH3:42])[CH3:41])([C:34]2[CH:35]=[CH:36][CH:37]=[CH:38][CH:39]=2)[C:28]2[CH:33]=[CH:32][CH:31]=[CH:30][CH:29]=2)([CH3:23])[C:9]1=[O:44])[C:2]1[CH:7]=[CH:6][CH:5]=[CH:4][CH:3]=1.